Dataset: Experimentally validated miRNA-target interactions with 360,000+ pairs, plus equal number of negative samples. Task: Binary Classification. Given a miRNA mature sequence and a target amino acid sequence, predict their likelihood of interaction. (1) The miRNA is hsa-miR-6837-3p with sequence CCUUCACUGUGACUCUGCUGCAG. The protein sequence of the target gene is MAAAAPAAAASPEAPAVSGSADPETGDEDSREVRVLQSLRGRIYEAKNLLPYLGPNKMRDCFCTINLDQEEVYRTQVVEKSLSPYFSEEFYFEIPRTFQYLSFYVYDKNVLQRDLRIGKVAIKKEDLCSHSGKETWFSLQPIDSNSEVQGKVHLELRLNELITENGTVCQQLVVHIKACHGLPLINGQSCDPYATVSLVGPSRNDQKKTKVKKKTSNPQFNEVFYFEVTRSSSYSRKSQFQVEEEDIEKLEIRIDLWNNENLVQDVFLGEIKVPVNVLRSDSFHQAWYLLQPRDNGNKSS.... Result: 0 (no interaction). (2) The miRNA is mmu-miR-7212-3p with sequence UAACACACACGUCUCCAGGUC. The protein sequence of the target gene is MTSLTQRSSGLVQRRTEASRNAADKERAAGGGAGSSEDDAQSRRDEQDDDDKGDSKETRLTLMEEVLLLGLKDREGYTSFWNDCISSGLRGCMLIELALRGRLQLEACGMRRKSLLTRKVICKSDAPTGDVLLDEALKHVKETQPPETVQNWIELLSGETWNPLKLHYQLRNVRERLAKNLVEKGVLTTEKQNFLLFDMTTHPLTNNNIKQRLIKKVQEAVLDKWVNDPHRMDRRLLALIYLAHASDVLENAFAPLLDEQYDLATKRVRQLLDLDPEVECLKANTNEVLWAVVAAFTK. Result: 0 (no interaction). (3) The miRNA is hsa-miR-548q with sequence GCUGGUGCAAAAGUAAUGGCGG. The protein sequence of the target gene is MLLAQINRDSQGMTEFPGGGMEAQHVTLCLTEAVTVADGDNLENMEGVSLQAVTLADGSTAYIQHNSKDAKLIDGQVIQLEDGSAAYVQHVPIPKSTGDSLRLEDGQAVQLEDGTTAFIHHTSKDSYDQSALQAVQLEDGTTAYIHHAVQVPQSDTILAIQADGTVAGLHTGDATIDPDTISALEQYAAKVSIDGSESVAGTGMIGENEQEKKMQIVLQGHATRVTAKSQQSGEKAFRCEYDGCGKLYTTAHHLKVHERSHTGDRPYQCEHAGCGKAFATGYGLKSHVRTHTGEKPYRCS.... Result: 0 (no interaction). (4) The protein sequence of the target gene is MAATDLERFSNAEPEPRSLSLGGHVGFDSLPDQLVSKSVTQGFSFNILCVGETGIGKSTLMNTLFNTTFETEEASHHEACVRLRPQTYDLQESNVQLKLTIVDAVGFGDQINKDESYRPIVDYIDAQFENYLQEELKIRRSLFDYHDTRIHVCLYFITPTGHSLKSLDLVTMKKLDSKVNIIPIIAKADTISKSELHKFKIKIMGELVSNGVQIYQFPTDDEAVAEINAVMNAHLPFAVVGSTEEVKVGNKLVRARQYPWGVVQVENENHCDFVKLREMLIRVNMEDLREQTHSRHYELY.... The miRNA is hsa-let-7a-2-3p with sequence CUGUACAGCCUCCUAGCUUUCC. Result: 0 (no interaction). (5) The miRNA is mmu-miR-19b-3p with sequence UGUGCAAAUCCAUGCAAAACUGA. The protein sequence of the target gene is MQVLRHSEHTLKTALLSKNPVLVSQYEKLDAGEQRLMNEAFQPRSNLFEPITVHSQSDWISSHPEAPQDFEQFFSDRYRKAPCPKKHIIYIQSIGSLGNTRVISEEYIKWLKGYCEAFFYGLKVKFLEPVSVSETKCSFRVNEHTQNLQIHTGHILAFLKKNKPEDAFCIVGITMIDLYPRDSWNFVFGQASLSSGVGIFSFARYGKDFYTSKYEGNVTSLQLTSPTDYSIFDNYYIPEITSVLLLRSCKTLTHEIGHILGLRHCQWLACLMQGSNHLEESDRRPLNVCPICLRKLQSAI.... Result: 1 (interaction).